Dataset: Catalyst prediction with 721,799 reactions and 888 catalyst types from USPTO. Task: Predict which catalyst facilitates the given reaction. (1) Reactant: Cl[C:2]1[C:3]([N:7]2[CH2:12][CH2:11][N:10]([C:13]([O:15][C:16]([CH3:19])([CH3:18])[CH3:17])=[O:14])[CH2:9][CH2:8]2)=[N:4][S:5][N:6]=1.[CH2:20]([OH:23])[CH2:21][OH:22]. Product: [OH:22][CH2:21][CH2:20][O:23][C:2]1[C:3]([N:7]2[CH2:12][CH2:11][N:10]([C:13]([O:15][C:16]([CH3:19])([CH3:18])[CH3:17])=[O:14])[CH2:9][CH2:8]2)=[N:4][S:5][N:6]=1. The catalyst class is: 436. (2) Reactant: [N:1]([C:4]1[CH:9]=[CH:8][C:7]([C:10]([F:13])([F:12])[F:11])=[CH:6][C:5]=1[Cl:14])=[N+:2]=[N-:3].[CH3:15][O:16][C:17]1[CH:22]=[CH:21][C:20]([CH2:23][C:24]#[N:25])=[CH:19][CH:18]=1.C[O-].[Na+]. Product: [Cl:14][C:5]1[CH:6]=[C:7]([C:10]([F:12])([F:13])[F:11])[CH:8]=[CH:9][C:4]=1[N:1]1[C:24]([NH2:25])=[C:23]([C:20]2[CH:21]=[CH:22][C:17]([O:16][CH3:15])=[CH:18][CH:19]=2)[N:3]=[N:2]1. The catalyst class is: 162. (3) Reactant: [CH:1]1([N:7]=[C:8]=[N:9][CH:10]2[CH2:15][CH2:14][CH2:13][CH2:12][CH2:11]2)[CH2:6][CH2:5][CH2:4][CH2:3][CH2:2]1.C([O:23][C@H](CCCCCCCCCCC)CC(O)=O)C1C=CC=CC=1. Product: [C:8]([NH:7][CH:1]1[CH2:2][CH2:3][CH2:4][CH2:5][CH2:6]1)([NH:9][CH:10]1[CH2:15][CH2:14][CH2:13][CH2:12][CH2:11]1)=[O:23]. The catalyst class is: 143. (4) Reactant: [NH2:1][C:2]1[CH:3]=[C:4]([C:16]([O:18][CH3:19])=[O:17])[CH:5]=[C:6]([C:9]2[CH:14]=[CH:13][C:12]([F:15])=[CH:11][CH:10]=2)[C:7]=1[NH2:8].C1(P([C:33]2[CH:38]=[CH:37]C=CC=2)C2C=CC=CC=2)C=CC=CC=1.Cl[C:40](Cl)(Cl)C#N. Product: [F:15][C:12]1[CH:11]=[CH:10][C:9]([C:6]2[C:7]3[N:8]=[C:40]([CH:38]([CH3:37])[CH3:33])[NH:1][C:2]=3[CH:3]=[C:4]([C:16]([O:18][CH3:19])=[O:17])[CH:5]=2)=[CH:14][CH:13]=1. The catalyst class is: 10. (5) Reactant: [Br:1][C:2]1[CH:14]=[CH:13][C:12]2[C:11]3[C:6](=[CH:7][CH:8]=[CH:9][CH:10]=3)[CH2:5][C:4]=2[CH:3]=1.[OH-:15].[Na+]. Product: [Br:1][C:2]1[C:3](=[O:15])[C:4]2[C:12](=[CH:13][CH:14]=1)[C:11]1[C:6](=[CH:7][CH:8]=[CH:9][CH:10]=1)[CH:5]=2. The catalyst class is: 596.